From a dataset of Peptide-MHC class II binding affinity with 134,281 pairs from IEDB. Regression. Given a peptide amino acid sequence and an MHC pseudo amino acid sequence, predict their binding affinity value. This is MHC class II binding data. (1) The binding affinity (normalized) is 0.515. The MHC is DRB1_0301 with pseudo-sequence DRB1_0301. The peptide sequence is ARNSTFLIDGPDTSE. (2) The peptide sequence is AFKVAATAANAANAN. The MHC is HLA-DPA10201-DPB11401 with pseudo-sequence HLA-DPA10201-DPB11401. The binding affinity (normalized) is 0.800. (3) The peptide sequence is GWLQIVDKIDAAFKI. The MHC is DRB1_0802 with pseudo-sequence DRB1_0802. The binding affinity (normalized) is 0.633. (4) The MHC is DRB1_0405 with pseudo-sequence DRB1_0405. The binding affinity (normalized) is 0.637. The peptide sequence is GSFVRTVSLPVGADE. (5) The peptide sequence is KCKYPEGTKVTFHVE. The MHC is HLA-DPA10201-DPB10101 with pseudo-sequence HLA-DPA10201-DPB10101. The binding affinity (normalized) is 0.159. (6) The peptide sequence is EHYTVLFSDLANSHQ. The MHC is DRB4_0101 with pseudo-sequence DRB4_0103. The binding affinity (normalized) is 0.501. (7) The peptide sequence is AVNGKKSAHGSPTFW. The MHC is DRB4_0103 with pseudo-sequence DRB4_0103. The binding affinity (normalized) is 0. (8) The peptide sequence is ASTEYTPIGDNKA. The MHC is DRB5_0101 with pseudo-sequence DRB5_0101. The binding affinity (normalized) is 0.0509. (9) The peptide sequence is IWDYKREAPAHVSTI. The MHC is DRB1_1101 with pseudo-sequence DRB1_1101. The binding affinity (normalized) is 0.329.